Dataset: Forward reaction prediction with 1.9M reactions from USPTO patents (1976-2016). Task: Predict the product of the given reaction. (1) Given the reactants CS[C:3]1[N:4]=[CH:5][C:6]2[C:7](=[O:28])[N:8]([C:17]3[C:22]4=[N:23][CH:24]=[CH:25][C:26](=[O:27])[N:21]4[CH:20]=[CH:19][CH:18]=3)[CH2:9][C@@H:10]3[CH2:16][CH2:15][CH2:14][N:11]3[C:12]=2[N:13]=1.C1C=C(Cl)C=C(C(OO)=O)C=1.C(Cl)(Cl)Cl.[CH2:44]([NH2:46])[CH3:45].C1COCC1, predict the reaction product. The product is: [CH2:44]([NH:46][C:3]1[N:4]=[CH:5][C:6]2[C:7](=[O:28])[N:8]([C:17]3[C:22]4=[N:23][CH:24]=[CH:25][C:26](=[O:27])[N:21]4[CH:20]=[CH:19][CH:18]=3)[CH2:9][C@@H:10]3[CH2:16][CH2:15][CH2:14][N:11]3[C:12]=2[N:13]=1)[CH3:45]. (2) Given the reactants Br[C:2]1[CH:7]=[CH:6][C:5]([Br:8])=[CH:4][N:3]=1.[NH:9]1[CH2:13][CH2:12]C[C:10]1=[O:14].C([O-])([O-])=[O:16].[K+].[K+].CN(C)CCN(C)C, predict the reaction product. The product is: [Br:8][C:5]1[CH:6]=[CH:7][C:2]([N:9]2[CH2:13][CH2:12][O:16][C:10]2=[O:14])=[N:3][CH:4]=1. (3) The product is: [CH2:1]([N:3]([CH2:6][C@@H:7]1[N:12]([CH2:13][CH2:14][C@@H:15]([NH:24][C:25]2[CH:30]=[CH:29][C:28]([S:31]([NH2:34])(=[O:32])=[O:33])=[CH:27][C:26]=2[S:35]([C:38]([F:40])([F:39])[F:41])(=[O:37])=[O:36])[CH2:16][S:17][C:18]2[CH:19]=[CH:20][CH:21]=[CH:22][CH:23]=2)[CH2:11][CH2:10][O:9][CH2:8]1)[CH2:4][CH3:5])[CH3:2]. Given the reactants [CH2:1]([N:3]([CH2:6][C@@H:7]1[N:12]([C:13](=O)[CH2:14][C@@H:15]([NH:24][C:25]2[CH:30]=[CH:29][C:28]([S:31]([NH2:34])(=[O:33])=[O:32])=[CH:27][C:26]=2[S:35]([C:38]([F:41])([F:40])[F:39])(=[O:37])=[O:36])[CH2:16][S:17][C:18]2[CH:23]=[CH:22][CH:21]=[CH:20][CH:19]=2)[CH2:11][CH2:10][O:9][CH2:8]1)[CH2:4][CH3:5])[CH3:2].C1COCC1.Cl.C(=O)([O-])[O-].[Na+].[Na+], predict the reaction product. (4) Given the reactants [CH3:1][O:2][C:3]1[CH:4]=[C:5](B(O)O)[CH:6]=[CH:7][CH:8]=1.[NH2:12][C:13]1[N:14]=[C:15]([N:24]2[CH2:29][CH2:28][N:27]([C:30](=[O:40])[CH2:31][O:32][C:33]3[CH:38]=[CH:37][C:36]([Cl:39])=[CH:35][CH:34]=3)[CH2:26][CH2:25]2)[C:16]2[N:22]=[C:21](Cl)[CH:20]=[CH:19][C:17]=2[N:18]=1, predict the reaction product. The product is: [NH2:12][C:13]1[N:14]=[C:15]([N:24]2[CH2:25][CH2:26][N:27]([C:30](=[O:40])[CH2:31][O:32][C:33]3[CH:38]=[CH:37][C:36]([Cl:39])=[CH:35][CH:34]=3)[CH2:28][CH2:29]2)[C:16]2[N:22]=[C:21]([C:5]3[CH:6]=[CH:7][CH:8]=[C:3]([O:2][CH3:1])[CH:4]=3)[CH:20]=[CH:19][C:17]=2[N:18]=1.